This data is from TCR-epitope binding with 47,182 pairs between 192 epitopes and 23,139 TCRs. The task is: Binary Classification. Given a T-cell receptor sequence (or CDR3 region) and an epitope sequence, predict whether binding occurs between them. (1) The epitope is HSKKKCDEL. The TCR CDR3 sequence is CASSPIATSENEQFF. Result: 0 (the TCR does not bind to the epitope). (2) The epitope is RAKFKQLL. The TCR CDR3 sequence is CSAPKAGSSYEQYF. Result: 1 (the TCR binds to the epitope). (3) The epitope is GLIYNRMGAVTTEV. The TCR CDR3 sequence is CASSQGPAGGSALHF. Result: 0 (the TCR does not bind to the epitope). (4) The epitope is EHPTFTSQYRIQGKL. The TCR CDR3 sequence is CASSQDQWGLAGYQETQYF. Result: 1 (the TCR binds to the epitope). (5) The epitope is YIFFASFYY. The TCR CDR3 sequence is CAISDGRGQVYPDTQYF. Result: 0 (the TCR does not bind to the epitope). (6) The epitope is VTEHDTLLY. The TCR CDR3 sequence is CASSQDRQGWNEQYF. Result: 1 (the TCR binds to the epitope).